From a dataset of Reaction yield outcomes from USPTO patents with 853,638 reactions. Predict the reaction yield, written as a fraction of the theoretical maximum amount of product (1.0 means a 100% yield; for example, 0.34 means a 34% yield). (1) The product is [Cl:14][CH2:13][CH2:12][C:7]1[N:8]=[N:9][C:10]2[C:5]([CH:6]=1)=[CH:4][CH:3]=[C:2]([C:21]1[CH:22]=[CH:23][C:18]([C:16]#[N:17])=[CH:19][CH:20]=1)[CH:11]=2. The catalyst is C(O)(C)C.C1(C)C=CC=CC=1.O.Cl[Pd](Cl)([P](C1C=CC=CC=1)(C1C=CC=CC=1)C1C=CC=CC=1)[P](C1C=CC=CC=1)(C1C=CC=CC=1)C1C=CC=CC=1. The reactants are Br[C:2]1[CH:11]=[C:10]2[C:5]([C:6](Cl)=[C:7]([CH2:12][CH2:13][Cl:14])[N:8]=[N:9]2)=[CH:4][CH:3]=1.[C:16]([C:18]1[CH:23]=[CH:22][C:21](B(O)O)=[CH:20][CH:19]=1)#[N:17].C([O-])([O-])=O.[Na+].[Na+].N. The yield is 0.500. (2) The reactants are [Br:1][C:2]1[CH:3]=[C:4]2[C:9](=[CH:10][CH:11]=1)[CH:8]=[N:7][C:6]([OH:12])=[CH:5]2.[CH3:13]N(C)C=O.CI. The catalyst is CO.C(=O)([O-])[O-].[Ag+2]. The product is [Br:1][C:2]1[CH:3]=[C:4]2[C:9](=[CH:10][CH:11]=1)[CH:8]=[N:7][C:6]([O:12][CH3:13])=[CH:5]2. The yield is 0.140. (3) The reactants are [CH2:1]([N:3]([CH2:30][CH3:31])[C:4]([CH:6]1[C:18]2[C:17]3[C:12](=[CH:13][CH:14]=[C:15]([F:19])[CH:16]=3)[N:11]([CH2:20][CH2:21][O:22]CC3C=CC=CC=3)[C:10]=2[CH2:9][CH2:8][CH2:7]1)=[O:5])[CH3:2]. The catalyst is CO.[Pd]. The product is [CH2:30]([N:3]([CH2:1][CH3:2])[C:4]([CH:6]1[C:18]2[C:17]3[C:12](=[CH:13][CH:14]=[C:15]([F:19])[CH:16]=3)[N:11]([CH2:20][CH2:21][OH:22])[C:10]=2[CH2:9][CH2:8][CH2:7]1)=[O:5])[CH3:31]. The yield is 0.800. (4) The reactants are Cl[C:2]1[N:7]=[CH:6][N:5]=[C:4]([C:8]([NH:10][C:11]2[CH:16]=[CH:15][C:14]([S:17](=[O:21])(=[O:20])[NH:18][CH3:19])=[CH:13][C:12]=2[CH3:22])=[O:9])[CH:3]=1.C(NC(C)C)(C)C.[CH:30]1([CH2:33][NH:34][CH:35]2[CH2:40][CH2:39][CH2:38][CH2:37][CH2:36]2)[CH2:32][CH2:31]1. The catalyst is C(O)C. The product is [CH:35]1([N:34]([CH2:33][CH:30]2[CH2:31][CH2:32]2)[C:2]2[N:7]=[CH:6][N:5]=[C:4]([C:8]([NH:10][C:11]3[CH:16]=[CH:15][C:14]([S:17]([NH:18][CH3:19])(=[O:21])=[O:20])=[CH:13][C:12]=3[CH3:22])=[O:9])[CH:3]=2)[CH2:36][CH2:37][CH2:38][CH2:39][CH2:40]1. The yield is 0.700. (5) The reactants are CC(N=NC(C#N)(C)C)(C#N)C.C1C(=O)N([Br:20])C(=O)C1.[CH3:21][C:22]1[C:30]2[C:25](=[CH:26][CH:27]=[CH:28][CH:29]=2)[N:24]([C:31]2[CH:38]=[CH:37][CH:36]=[CH:35][C:32]=2[C:33]#[N:34])[N:23]=1. The catalyst is C(Cl)(Cl)(Cl)Cl. The product is [Br:20][CH2:21][C:22]1[C:30]2[C:25](=[CH:26][CH:27]=[CH:28][CH:29]=2)[N:24]([C:31]2[CH:38]=[CH:37][CH:36]=[CH:35][C:32]=2[C:33]#[N:34])[N:23]=1. The yield is 0.930. (6) The product is [N+:20]([C:17]1[CH:16]=[C:15]([N+:23]([O-:25])=[O:24])[CH:14]=[CH:19][C:18]=1[S:8][CH2:9][C:10]([OH:12])=[O:11])([O-:22])=[O:21]. The yield is 0.740. The catalyst is O1CCOCC1. The reactants are CCN(CC)CC.[SH:8][CH2:9][C:10]([OH:12])=[O:11].Cl[C:14]1[CH:19]=[CH:18][C:17]([N+:20]([O-:22])=[O:21])=[CH:16][C:15]=1[N+:23]([O-:25])=[O:24].O.